Dataset: Forward reaction prediction with 1.9M reactions from USPTO patents (1976-2016). Task: Predict the product of the given reaction. (1) Given the reactants [Br:1][C:2]1[CH:7]=[C:6](N)[CH:5]=[C:4]([CH3:9])[N:3]=1.[Br:10]Br.N([O-])=O.[Na+].C(=O)(O)[O-].[Na+], predict the reaction product. The product is: [Br:1][C:2]1[CH:7]=[C:6]([Br:10])[CH:5]=[C:4]([CH3:9])[N:3]=1. (2) The product is: [C:20]([NH:7][CH2:1][C@H:2]([OH:6])[C:3]([OH:5])=[O:4])([O:19][C:16]([CH3:18])([CH3:17])[CH3:15])=[O:21]. Given the reactants [CH2:1]([NH3+:7])[C@H:2]([OH:6])[C:3]([O-:5])=[O:4].CN1CCOCC1.[CH3:15][C:16]([O:19][C:20](O[C:20]([O:19][C:16]([CH3:18])([CH3:17])[CH3:15])=[O:21])=[O:21])([CH3:18])[CH3:17].NCC(O)=O.C([O-])(O)=O.[Na+], predict the reaction product. (3) The product is: [CH:1]1([CH:7]([NH:19][C:20]2[CH:21]=[CH:22][C:23]([C:24]([N:30]([CH3:29])[CH2:31][CH2:32][C:33]([OH:35])=[O:34])=[O:25])=[CH:27][CH:28]=2)[C:8]2[CH:12]=[C:11]([CH2:13][CH:14]([CH3:15])[CH3:16])[S:10][C:9]=2[CH2:17][CH3:18])[CH2:2][CH2:3][CH2:4][CH2:5][CH2:6]1. Given the reactants [CH:1]1([CH:7]([NH:19][C:20]2[CH:28]=[CH:27][C:23]([C:24](O)=[O:25])=[CH:22][CH:21]=2)[C:8]2[CH:12]=[C:11]([CH2:13][CH:14]([CH3:16])[CH3:15])[S:10][C:9]=2[CH2:17][CH3:18])[CH2:6][CH2:5][CH2:4][CH2:3][CH2:2]1.[CH3:29][NH:30][CH2:31][CH2:32][C:33]([O:35]CC)=[O:34], predict the reaction product. (4) Given the reactants [F:1][C:2]1[CH:26]=[CH:25][CH:24]=[CH:23][C:3]=1[CH2:4][N:5]1[C:13]2[C:8](=[CH:9][CH:10]=[CH:11][CH:12]=2)[C:7]([C:14]2[N:19]=[C:18]([NH2:20])[C:17]([O:21][CH3:22])=[CH:16][N:15]=2)=[N:6]1.Br[C:28]1[CH:33]=[CH:32][N:31]=[CH:30][C:29]=1[C:34]#[N:35].C1(C2C3C(=CC=CC=3)C=CC=2P(C2C=CC=CC=2)C2C=CC=CC=2)C2C(=CC=CC=2)C=CC=1P(C1C=CC=CC=1)C1C=CC=CC=1.CC([O-])(C)C.[Na+], predict the reaction product. The product is: [F:1][C:2]1[CH:26]=[CH:25][CH:24]=[CH:23][C:3]=1[CH2:4][N:5]1[C:13]2[C:8](=[CH:9][CH:10]=[CH:11][CH:12]=2)[C:7]([C:14]2[N:19]=[C:18]([NH:20][C:28]3[CH:33]=[CH:32][N:31]=[CH:30][C:29]=3[C:34]#[N:35])[C:17]([O:21][CH3:22])=[CH:16][N:15]=2)=[N:6]1. (5) The product is: [CH2:12]([C:14]1[CH:15]=[C:16]([CH3:26])[C:17]([N:20]2[CH2:21][CH2:22][N:23]([C:6]([C:5]3[CH:4]=[N:3][C:2]([F:1])=[CH:10][C:9]=3[CH3:11])=[O:8])[CH2:24][CH2:25]2)=[N:18][CH:19]=1)[CH3:13]. Given the reactants [F:1][C:2]1[CH:10]=[C:9]([CH3:11])[C:5]([C:6]([OH:8])=O)=[CH:4][N:3]=1.[CH2:12]([C:14]1[CH:15]=[C:16]([CH3:26])[C:17]([N:20]2[CH2:25][CH2:24][NH:23][CH2:22][CH2:21]2)=[N:18][CH:19]=1)[CH3:13], predict the reaction product.